Regression. Given two drug SMILES strings and cell line genomic features, predict the synergy score measuring deviation from expected non-interaction effect. From a dataset of NCI-60 drug combinations with 297,098 pairs across 59 cell lines. (1) Drug 1: CC1=C(C=C(C=C1)NC(=O)C2=CC=C(C=C2)CN3CCN(CC3)C)NC4=NC=CC(=N4)C5=CN=CC=C5. Drug 2: C(=O)(N)NO. Cell line: OVCAR3. Synergy scores: CSS=-5.16, Synergy_ZIP=2.62, Synergy_Bliss=3.24, Synergy_Loewe=-2.94, Synergy_HSA=-1.88. (2) Drug 1: C1=CC(=CC=C1C#N)C(C2=CC=C(C=C2)C#N)N3C=NC=N3. Drug 2: CN1C(=O)N2C=NC(=C2N=N1)C(=O)N. Cell line: MCF7. Synergy scores: CSS=-9.65, Synergy_ZIP=5.49, Synergy_Bliss=0.981, Synergy_Loewe=-5.97, Synergy_HSA=-6.84. (3) Drug 1: C1CC(C1)(C(=O)O)C(=O)O.[NH2-].[NH2-].[Pt+2]. Drug 2: CC1=C(C(=O)C2=C(C1=O)N3CC4C(C3(C2COC(=O)N)OC)N4)N. Cell line: HOP-92. Synergy scores: CSS=17.9, Synergy_ZIP=-8.66, Synergy_Bliss=1.40, Synergy_Loewe=1.35, Synergy_HSA=3.68. (4) Drug 1: C1=NC2=C(N1)C(=S)N=C(N2)N. Drug 2: CC=C1C(=O)NC(C(=O)OC2CC(=O)NC(C(=O)NC(CSSCCC=C2)C(=O)N1)C(C)C)C(C)C. Cell line: SF-539. Synergy scores: CSS=39.1, Synergy_ZIP=-11.3, Synergy_Bliss=-14.1, Synergy_Loewe=-14.4, Synergy_HSA=-8.22. (5) Synergy scores: CSS=-0.784, Synergy_ZIP=3.75, Synergy_Bliss=7.74, Synergy_Loewe=1.85, Synergy_HSA=1.72. Drug 1: CC1=C(C=C(C=C1)NC2=NC=CC(=N2)N(C)C3=CC4=NN(C(=C4C=C3)C)C)S(=O)(=O)N.Cl. Drug 2: CCCS(=O)(=O)NC1=C(C(=C(C=C1)F)C(=O)C2=CNC3=C2C=C(C=N3)C4=CC=C(C=C4)Cl)F. Cell line: OVCAR-5. (6) Drug 1: C1C(C(OC1N2C=C(C(=O)NC2=O)F)CO)O. Drug 2: CN(CCCl)CCCl.Cl. Cell line: SNB-19. Synergy scores: CSS=21.0, Synergy_ZIP=-5.98, Synergy_Bliss=-0.609, Synergy_Loewe=-7.77, Synergy_HSA=1.12. (7) Drug 2: CCCCCOC(=O)NC1=NC(=O)N(C=C1F)C2C(C(C(O2)C)O)O. Drug 1: CCCS(=O)(=O)NC1=C(C(=C(C=C1)F)C(=O)C2=CNC3=C2C=C(C=N3)C4=CC=C(C=C4)Cl)F. Cell line: HCT-15. Synergy scores: CSS=1.67, Synergy_ZIP=7.49, Synergy_Bliss=2.05, Synergy_Loewe=0.432, Synergy_HSA=-0.302. (8) Drug 1: C1=CC=C(C(=C1)C(C2=CC=C(C=C2)Cl)C(Cl)Cl)Cl. Drug 2: C1CN(P(=O)(OC1)NCCCl)CCCl. Cell line: LOX IMVI. Synergy scores: CSS=-1.21, Synergy_ZIP=-3.39, Synergy_Bliss=-6.20, Synergy_Loewe=-0.903, Synergy_HSA=-3.55. (9) Drug 1: COC1=NC(=NC2=C1N=CN2C3C(C(C(O3)CO)O)O)N. Drug 2: CS(=O)(=O)CCNCC1=CC=C(O1)C2=CC3=C(C=C2)N=CN=C3NC4=CC(=C(C=C4)OCC5=CC(=CC=C5)F)Cl. Cell line: RPMI-8226. Synergy scores: CSS=11.4, Synergy_ZIP=-2.12, Synergy_Bliss=-0.0951, Synergy_Loewe=-1.87, Synergy_HSA=-0.741. (10) Cell line: SF-539. Drug 2: CCN(CC)CCCC(C)NC1=C2C=C(C=CC2=NC3=C1C=CC(=C3)Cl)OC. Synergy scores: CSS=32.1, Synergy_ZIP=-6.15, Synergy_Bliss=-2.95, Synergy_Loewe=-7.31, Synergy_HSA=0.328. Drug 1: CC1CCC2CC(C(=CC=CC=CC(CC(C(=O)C(C(C(=CC(C(=O)CC(OC(=O)C3CCCCN3C(=O)C(=O)C1(O2)O)C(C)CC4CCC(C(C4)OC)OCCO)C)C)O)OC)C)C)C)OC.